This data is from Catalyst prediction with 721,799 reactions and 888 catalyst types from USPTO. The task is: Predict which catalyst facilitates the given reaction. (1) Reactant: C[CH:2]([OH:5])[C:3]#[CH:4].[CH2:6](N(CC)CC)C.[CH3:13][S:14](Cl)(=[O:16])=[O:15]. Product: [CH3:13][S:14]([O:5][CH2:2][C:3]#[C:4][CH3:6])(=[O:16])=[O:15]. The catalyst class is: 7. (2) Reactant: [C:1]1([C:27]2[CH:32]=[CH:31][CH:30]=[CH:29][CH:28]=2)[CH:6]=[CH:5][C:4]([CH2:7][NH:8][C:9]2[C:18]3[C:13](=[CH:14][C:15]([O:19][CH2:20][CH:21]4[CH2:26][CH2:25][NH:24][CH2:23][CH2:22]4)=[CH:16][CH:17]=3)[N:12]=[CH:11][N:10]=2)=[CH:3][CH:2]=1.C([O-])([O-])=O.[K+].[K+].Cl[CH2:40][CH2:41][NH:42][C:43]1[C:52]2[C:47](=[CH:48][CH:49]=[CH:50][CH:51]=2)[N:46]=[CH:45][CH:44]=1. Product: [C:1]1([C:27]2[CH:32]=[CH:31][CH:30]=[CH:29][CH:28]=2)[CH:2]=[CH:3][C:4]([CH2:7][NH:8][C:9]2[C:18]3[C:13](=[CH:14][C:15]([O:19][CH2:20][CH:21]4[CH2:22][CH2:23][N:24]([CH2:40][CH2:41][NH:42][C:43]5[C:52]6[C:47](=[CH:48][CH:49]=[CH:50][CH:51]=6)[N:46]=[CH:45][CH:44]=5)[CH2:25][CH2:26]4)=[CH:16][CH:17]=3)[N:12]=[CH:11][N:10]=2)=[CH:5][CH:6]=1. The catalyst class is: 3. (3) Reactant: [OH:1][C:2]1[CH:3]=[C:4]([CH:9]=[CH:10][C:11]=1[I:12])[C:5]([O:7][CH3:8])=[O:6].[CH2:13](Br)[CH:14]=[CH2:15].[H-].[Na+]. Product: [CH2:15]([O:1][C:2]1[CH:3]=[C:4]([CH:9]=[CH:10][C:11]=1[I:12])[C:5]([O:7][CH3:8])=[O:6])[CH:14]=[CH2:13]. The catalyst class is: 3. (4) Reactant: [Si]([O:8][CH2:9][C:10]1[N:15]=[C:14]2[N:16]([C:20]3[C:32]([Cl:33])=[CH:31][C:23]([O:24][CH2:25][C:26]([N:28]([CH3:30])[CH3:29])=[O:27])=[C:22]([O:34][CH2:35][C:36]4[C:41]([O:42][CH3:43])=[CH:40][CH:39]=[CH:38][C:37]=4[F:44])[CH:21]=3)[C:17](=[O:19])[NH:18][C:13]2=[C:12]([CH3:45])[CH:11]=1)(C(C)(C)C)(C)C.[F-].C([N+](CCCC)(CCCC)CCCC)CCC. Product: [Cl:33][C:32]1[C:20]([N:16]2[C:14]3=[N:15][C:10]([CH2:9][OH:8])=[CH:11][C:12]([CH3:45])=[C:13]3[NH:18][C:17]2=[O:19])=[CH:21][C:22]([O:34][CH2:35][C:36]2[C:41]([O:42][CH3:43])=[CH:40][CH:39]=[CH:38][C:37]=2[F:44])=[C:23]([CH:31]=1)[O:24][CH2:25][C:26]([N:28]([CH3:29])[CH3:30])=[O:27]. The catalyst class is: 54. (5) Reactant: [Cl:1][C:2]1[C:7]2[O:8][CH2:9][O:10][C:6]=2[CH:5]=[C:4]([CH2:11]O)[CH:3]=1.O=S(Cl)[Cl:15]. Product: [Cl:1][C:2]1[C:7]2[O:8][CH2:9][O:10][C:6]=2[CH:5]=[C:4]([CH2:11][Cl:15])[CH:3]=1. The catalyst class is: 4.